Task: Predict the reactants needed to synthesize the given product.. Dataset: Full USPTO retrosynthesis dataset with 1.9M reactions from patents (1976-2016) (1) Given the product [CH3:3][O:4][C:5]1[CH:6]=[C:7]([CH:12]=[C:13]([N+:15]([O-:17])=[O:16])[CH:14]=1)[C:8]([OH:10])=[O:9], predict the reactants needed to synthesize it. The reactants are: [OH-].[Na+].[CH3:3][O:4][C:5]1[CH:6]=[C:7]([CH:12]=[C:13]([N+:15]([O-:17])=[O:16])[CH:14]=1)[C:8]([O:10]C)=[O:9].Cl. (2) The reactants are: [C:1]([O:5][C:6]([N:8]1[CH2:12][C@@H:11]([F:13])[CH2:10][C@H:9]1[C:14]([OH:16])=O)=[O:7])([CH3:4])([CH3:3])[CH3:2].O.O[N:19]1C2C=CC=CC=2N=N1.Cl.CNC(NC)CCN=C=NCC.N. Given the product [NH2:19][C:14]([C@@H:9]1[CH2:10][C@H:11]([F:13])[CH2:12][N:8]1[C:6]([O:5][C:1]([CH3:4])([CH3:3])[CH3:2])=[O:7])=[O:16], predict the reactants needed to synthesize it. (3) Given the product [N:1]1([C:6]([C:8]2[CH:9]=[N:10][N:11]([C:13]3[CH:32]=[CH:31][C:16]([O:17][CH:18]4[CH2:19][CH2:20][NH:21][CH2:22][CH2:23]4)=[CH:15][CH:14]=3)[CH:12]=2)=[O:7])[CH2:5][CH2:4][CH2:3][CH2:2]1, predict the reactants needed to synthesize it. The reactants are: [N:1]1([C:6]([C:8]2[CH:9]=[N:10][N:11]([C:13]3[CH:32]=[CH:31][C:16]([O:17][CH:18]4[CH2:23][CH2:22][N:21](C(OC(C)(C)C)=O)[CH2:20][CH2:19]4)=[CH:15][CH:14]=3)[CH:12]=2)=[O:7])[CH2:5][CH2:4][CH2:3][CH2:2]1.O1CCCC1.CO.Cl.